Predict the reactants needed to synthesize the given product. From a dataset of Full USPTO retrosynthesis dataset with 1.9M reactions from patents (1976-2016). (1) Given the product [F:8][C:6]1[CH:5]=[C:4]([N:9]2[CH2:13][CH2:12][C:11]3([CH2:18][C@@H:17]([F:37])[CH2:16][C@H:15]([NH:20][C:21]([C:23]4[CH:28]=[CH:27][N:26]=[C:25]([CH3:29])[N:24]=4)=[O:22])[CH2:14]3)[C:10]2=[O:30])[CH:3]=[C:2]([F:1])[CH:7]=1, predict the reactants needed to synthesize it. The reactants are: [F:1][C:2]1[CH:3]=[C:4]([N:9]2[CH2:13][CH2:12][C:11]3([CH2:18][C@@H:17](O)[CH2:16][C@H:15]([NH:20][C:21]([C:23]4[CH:28]=[CH:27][N:26]=[C:25]([CH3:29])[N:24]=4)=[O:22])[CH2:14]3)[C:10]2=[O:30])[CH:5]=[C:6]([F:8])[CH:7]=1.CCN(S(F)(F)[F:37])CC. (2) Given the product [O:1]1[C:10]2[C:5](=[CH:6][CH:7]=[CH:8][CH:9]=2)[CH2:4][CH2:3][CH2:2]1, predict the reactants needed to synthesize it. The reactants are: [O:1]1[C:10]2[C:5](=[CH:6][CH:7]=[CH:8][CH:9]=2)[CH:4](O)[CH2:3][CH2:2]1.C(OC(=O)C)(=O)C.[H][H]. (3) Given the product [CH2:24]([S:21]([C:18]1[CH:19]=[CH:20][C:15]([CH2:14][N:7]2[C:8]3=[N:9][CH:10]=[CH:11][CH:12]=[C:13]3[C:5]([CH2:4][C:3]([OH:2])=[O:30])=[C:6]2[CH3:29])=[C:16]([C:25]([F:28])([F:26])[F:27])[CH:17]=1)(=[O:22])=[O:23])[CH3:31], predict the reactants needed to synthesize it. The reactants are: C[O:2][C:3](=[O:30])[CH2:4][C:5]1[C:13]2[C:8](=[N:9][CH:10]=[CH:11][CH:12]=2)[N:7]([CH2:14][C:15]2[CH:20]=[CH:19][C:18]([S:21]([CH3:24])(=[O:23])=[O:22])=[CH:17][C:16]=2[C:25]([F:28])([F:27])[F:26])[C:6]=1[CH3:29].[CH2:31]1COCC1.[OH-].[Na+]. (4) Given the product [Cl:1][C:2]1[CH:3]=[N:4][CH:5]=[CH:6][C:7]=1[NH:8][CH:10]([CH3:12])[CH3:11], predict the reactants needed to synthesize it. The reactants are: [Cl:1][C:2]1[CH:3]=[N:4][CH:5]=[CH:6][C:7]=1[NH2:8].Br[CH:10]([CH3:12])[CH3:11].C([O-])(O)=O.[Na+]. (5) The reactants are: C[C:2]1[C:3]([NH:9][CH2:10]C)=[C:4](O)[CH:5]=[CH:6][CH:7]=1.[CH3:12][N:13]([CH3:22])[C:14]1[CH:19]=[CH:18][C:17]([N:20]=O)=[CH:16][CH:15]=1.[Cl:23]([OH:27])(=[O:26])(=[O:25])=[O:24].C[OH:29].[CH2:30](O)[CH3:31]. Given the product [Cl:23]([O-:27])(=[O:26])(=[O:25])=[O:24].[CH2:30]([C:5]1[CH:4]=[C:3]([NH:9][CH3:10])[C:2]2[NH2+:20][C:17]3[C:18]([O:29][C:7]=2[CH:6]=1)=[CH:19][C:14]([N:13]([CH3:22])[CH3:12])=[CH:15][CH:16]=3)[CH3:31], predict the reactants needed to synthesize it.